From a dataset of Reaction yield outcomes from USPTO patents with 853,638 reactions. Predict the reaction yield, written as a fraction of the theoretical maximum amount of product (1.0 means a 100% yield; for example, 0.34 means a 34% yield). The reactants are P(Cl)(Cl)([Cl:3])=O.[Cl:6][C:7]1[CH:16]=[C:15]2[C:10]([C:11](O)=[CH:12][CH:13]=[N:14]2)=[CH:9][CH:8]=1. No catalyst specified. The product is [Cl:3][C:11]1[C:10]2[C:15](=[CH:16][C:7]([Cl:6])=[CH:8][CH:9]=2)[N:14]=[CH:13][CH:12]=1. The yield is 0.885.